The task is: Predict the reaction yield, written as a fraction of the theoretical maximum amount of product (1.0 means a 100% yield; for example, 0.34 means a 34% yield).. This data is from Reaction yield outcomes from USPTO patents with 853,638 reactions. (1) The reactants are [Br:1][C:2]1[CH:3]=[C:4]2[C:10]([C:11]([OH:13])=O)=[N:9][NH:8][C:5]2=[N:6][CH:7]=1.C1N=CN(C(N2C=NC=C2)=O)C=1.Cl.[CH3:27][NH:28][O:29][CH3:30]. The catalyst is CN(C=O)C. The product is [Br:1][C:2]1[CH:3]=[C:4]2[C:10]([C:11]([N:28]([O:29][CH3:30])[CH3:27])=[O:13])=[N:9][NH:8][C:5]2=[N:6][CH:7]=1. The yield is 0.920. (2) The reactants are CO[C:3]([CH:5](Br)[C:6]1[CH:11]=[CH:10][CH:9]=[CH:8][CH:7]=1)=[O:4].[CH2:13]([NH2:16])[CH2:14][NH2:15].C[O-].[Na+]. The product is [C:6]1([CH:5]2[NH:16][CH2:13][CH2:14][NH:15][C:3]2=[O:4])[CH:11]=[CH:10][CH:9]=[CH:8][CH:7]=1. The yield is 0.890. The catalyst is CO. (3) The reactants are [NH:1]1[C:5]([C:6]2[CH:11]=[CH:10][C:9]([C:12]3[C:21]([CH3:22])=[CH:20][C:19]4[C:14](=[CH:15][CH:16]=[C:17]([O:23]C)[CH:18]=4)[N:13]=3)=[CH:8][CH:7]=2)=[N:4][N:3]=[N:2]1. The catalyst is CN1C(=O)CCC1. The product is [NH:4]1[C:5]([C:6]2[CH:11]=[CH:10][C:9]([C:12]3[C:21]([CH3:22])=[CH:20][C:19]4[C:14](=[CH:15][CH:16]=[C:17]([OH:23])[CH:18]=4)[N:13]=3)=[CH:8][CH:7]=2)=[N:1][N:2]=[N:3]1. The yield is 0.380. (4) The reactants are [NH2:1][C:2]1[N:7]=[CH:6][N:5]=[C:4]([NH:8][C@H:9]([C:11]2[N:16]([C:17]3[CH:22]=[CH:21][CH:20]=[CH:19][CH:18]=3)[C:15](=[O:23])[C:14]3=[C:24]([CH3:27])[CH:25]=[CH:26][N:13]3[N:12]=2)[CH3:10])[C:3]=1Br.CC1(C)C(C)(C)OB([C:37]2[CH:45]=[CH:44][CH:43]=[C:42]3[C:38]=2[CH:39]=[CH:40][NH:41]3)O1.C(=O)([O-])[O-].[Na+].[Na+]. No catalyst specified. The product is [NH2:1][C:2]1[N:7]=[CH:6][N:5]=[C:4]([NH:8][C@H:9]([C:11]2[N:16]([C:17]3[CH:22]=[CH:21][CH:20]=[CH:19][CH:18]=3)[C:15](=[O:23])[C:14]3=[C:24]([CH3:27])[CH:25]=[CH:26][N:13]3[N:12]=2)[CH3:10])[C:3]=1[C:37]1[CH:45]=[CH:44][CH:43]=[C:42]2[C:38]=1[CH:39]=[CH:40][NH:41]2. The yield is 0.0400. (5) The reactants are O[CH2:2][C@H:3]([NH:7][C:8]([C:10]1[NH:11][C:12]([C:15]2[CH:20]=[C:19]([O:21][Si:22]([CH:29]([CH3:31])[CH3:30])([CH:26]([CH3:28])[CH3:27])[CH:23]([CH3:25])[CH3:24])[CH:18]=[C:17]([O:32][C@@H:33]([CH3:37])[CH2:34][O:35][CH3:36])[CH:16]=2)=[CH:13][CH:14]=1)=[O:9])[C@H:4]([OH:6])[CH3:5].CS(O)(=O)=O.C(N(CC)CC)C.[Cl-].[NH4+]. The catalyst is O1CCCC1. The product is [CH3:36][O:35][CH2:34][C@@H:33]([O:32][C:17]1[CH:16]=[C:15]([C:12]2[NH:11][C:10]([C:8]3[O:9][CH2:2][C@@H:3]([C@H:4]([OH:6])[CH3:5])[N:7]=3)=[CH:14][CH:13]=2)[CH:20]=[C:19]([O:21][Si:22]([CH:29]([CH3:30])[CH3:31])([CH:26]([CH3:27])[CH3:28])[CH:23]([CH3:24])[CH3:25])[CH:18]=1)[CH3:37]. The yield is 0.790. (6) The reactants are Br[C:2]1[C:10]([F:11])=[CH:9][C:5]2[N:6]=[CH:7][S:8][C:4]=2[CH:3]=1.[CH3:12][O:13][C:14]1[CH:21]=[CH:20][C:17]([CH2:18][NH2:19])=[CH:16][CH:15]=1.CC1(C)C2C(=C(P(C3C=CC=CC=3)C3C=CC=CC=3)C=CC=2)OC2C(P(C3C=CC=CC=3)C3C=CC=CC=3)=CC=CC1=2.C([O-])([O-])=O.[Cs+].[Cs+].N#N. The catalyst is O1CCOCC1.C1C=CC(/C=C/C(/C=C/C2C=CC=CC=2)=O)=CC=1.C1C=CC(/C=C/C(/C=C/C2C=CC=CC=2)=O)=CC=1.C1C=CC(/C=C/C(/C=C/C2C=CC=CC=2)=O)=CC=1.[Pd].[Pd]. The product is [F:11][C:10]1[C:2]([NH:19][CH2:18][C:17]2[CH:20]=[CH:21][C:14]([O:13][CH3:12])=[CH:15][CH:16]=2)=[CH:3][C:4]2[S:8][CH:7]=[N:6][C:5]=2[CH:9]=1. The yield is 0.640. (7) The reactants are [Cl:1][C:2]1[S:6][C:5]([NH:7][C:8](=[O:27])[NH:9][C:10]2[CH:15]=[CH:14][C:13]([CH2:16][C:17]([OH:19])=O)=[CH:12][C:11]=2[C:20]([CH:22]2[CH2:26][CH2:25][CH2:24][CH2:23]2)=[O:21])=[N:4][CH:3]=1.[CH3:28][S:29]([CH2:32][CH2:33][NH2:34])(=[O:31])=[O:30]. No catalyst specified. The product is [Cl:1][C:2]1[S:6][C:5]([NH:7][C:8](=[O:27])[NH:9][C:10]2[CH:15]=[CH:14][C:13]([CH2:16][C:17]([NH:34][CH2:33][CH2:32][S:29]([CH3:28])(=[O:31])=[O:30])=[O:19])=[CH:12][C:11]=2[C:20]([CH:22]2[CH2:23][CH2:24][CH2:25][CH2:26]2)=[O:21])=[N:4][CH:3]=1. The yield is 0.700. (8) The reactants are [CH2:1]([O:3][C:4](=[O:22])[CH2:5][NH:6][CH2:7][CH2:8][NH:9][S:10]([C:13]1[S:14][C:15]2[CH:21]=[CH:20][CH:19]=[CH:18][C:16]=2[N:17]=1)(=[O:12])=[O:11])[CH3:2].[CH3:23][S:24][CH2:25][CH2:26][O:27][C:28]([NH:30][C:31]1[NH:32][C:33](=[O:44])[C:34]2[N:35]=[CH:36][N:37]([CH2:40][C:41](O)=[O:42])[C:38]=2[N:39]=1)=[O:29]. No catalyst specified. The product is [CH2:1]([O:3][C:4](=[O:22])[CH2:5][N:6]([CH2:7][CH2:8][NH:9][S:10]([C:13]1[S:14][C:15]2[CH:21]=[CH:20][CH:19]=[CH:18][C:16]=2[N:17]=1)(=[O:12])=[O:11])[C:41](=[O:42])[CH2:40][N:37]1[CH:36]=[N:35][C:34]2[C:33](=[O:44])[NH:32][C:31]([NH:30][C:28]([O:27][CH2:26][CH2:25][S:24][CH3:23])=[O:29])=[N:39][C:38]1=2)[CH3:2]. The yield is 0.750. (9) The reactants are Cl[CH2:2][CH2:3][C:4]1[CH:9]=[CH:8][C:7]([O:10][CH3:11])=[C:6]([O:12][CH3:13])[CH:5]=1.[C:14]([O:18][C:19]([N:21]1[CH2:26][CH2:25][NH:24][CH2:23][CH2:22]1)=[O:20])([CH3:17])([CH3:16])[CH3:15].C([O-])([O-])=O.[K+].[K+].[Na+].[I-]. The catalyst is CN(C=O)C. The product is [C:14]([O:18][C:19]([N:21]1[CH2:26][CH2:25][N:24]([CH2:2][CH2:3][C:4]2[CH:9]=[CH:8][C:7]([O:10][CH3:11])=[C:6]([O:12][CH3:13])[CH:5]=2)[CH2:23][CH2:22]1)=[O:20])([CH3:17])([CH3:15])[CH3:16]. The yield is 0.760.